This data is from Catalyst prediction with 721,799 reactions and 888 catalyst types from USPTO. The task is: Predict which catalyst facilitates the given reaction. (1) Reactant: [CH3:1][O:2][C:3]1[CH:4]=[C:5]2[C:10](=[CH:11][C:12]=1[O:13][CH3:14])[N:9]=[CH:8][N:7]=[C:6]2[O:15][C:16]1[CH:22]=[CH:21][C:19]([NH2:20])=[CH:18][CH:17]=1.ClC(Cl)(O[C:27](=[O:33])OC(Cl)(Cl)Cl)Cl.[NH2:35][N:36]1[CH2:41][CH2:40][CH2:39][CH2:38][CH2:37]1.C(=O)(O)[O-].[Na+]. Product: [CH3:1][O:2][C:3]1[CH:4]=[C:5]2[C:10](=[CH:11][C:12]=1[O:13][CH3:14])[N:9]=[CH:8][N:7]=[C:6]2[O:15][C:16]1[CH:22]=[CH:21][C:19]([NH:20][C:27]([NH:35][N:36]2[CH2:41][CH2:40][CH2:39][CH2:38][CH2:37]2)=[O:33])=[CH:18][CH:17]=1. The catalyst class is: 208. (2) Reactant: FC(F)(F)C(O)=O.[CH3:8][O:9][C:10]([C@@H:12]1[CH2:16][C@@H:15]([S:17]([C:20]2[CH:25]=[CH:24][CH:23]=[CH:22][C:21]=2[C:26]([F:29])([F:28])[F:27])(=[O:19])=[O:18])[CH2:14][N:13]1[C:30](=S)[CH2:31][C:32](=[N:34][N:35](C(OC(C)(C)C)=O)[CH3:36])[CH3:33])=[O:11].C(OC(C)=O)(C)C. Product: [CH3:8][O:9][C:10]([C@@H:12]1[CH2:16][C@@H:15]([S:17]([C:20]2[CH:25]=[CH:24][CH:23]=[CH:22][C:21]=2[C:26]([F:28])([F:29])[F:27])(=[O:19])=[O:18])[CH2:14][N:13]1[C:30]1[N:35]([CH3:36])[N:34]=[C:32]([CH3:33])[CH:31]=1)=[O:11]. The catalyst class is: 4. (3) Reactant: [CH3:1][O:2][C:3]1[CH:19]=[CH:18][C:6]([CH2:7][S:8][CH2:9][CH2:10][O:11][CH2:12][CH2:13][O:14][CH2:15][CH2:16][OH:17])=[CH:5][CH:4]=1.N1C=CC=CC=1.[C:26]1([CH3:36])[CH:31]=[CH:30][C:29]([S:32](Cl)(=[O:34])=[O:33])=[CH:28][CH:27]=1.O. Product: [S:32]([C:29]1[CH:30]=[CH:31][C:26]([CH3:36])=[CH:27][CH:28]=1)([O:17][CH2:16][CH2:15][O:14][CH2:13][CH2:12][O:11][CH2:10][CH2:9][S:8][CH2:7][C:6]1[CH:5]=[CH:4][C:3]([O:2][CH3:1])=[CH:19][CH:18]=1)(=[O:34])=[O:33]. The catalyst class is: 4. (4) Reactant: Cl.C(OCC)(=O)C.[Cl:8][C:9]1[CH:10]=[C:11]([CH:41]=[C:42]([F:44])[CH:43]=1)[CH2:12][C:13]1[S:14][C:15]2[C:21]([C:22]3[CH:23]=[C:24]([C:28]([NH:30][CH2:31][CH2:32][NH:33]C(=O)OC(C)(C)C)=[O:29])[CH:25]=[CH:26][CH:27]=3)=[CH:20][CH:19]=[CH:18][C:16]=2[CH:17]=1.Cl.CO. Product: [ClH:8].[NH2:33][CH2:32][CH2:31][NH:30][C:28](=[O:29])[C:24]1[CH:25]=[CH:26][CH:27]=[C:22]([C:21]2[C:15]3[S:14][C:13]([CH2:12][C:11]4[CH:41]=[C:42]([F:44])[CH:43]=[C:9]([Cl:8])[CH:10]=4)=[CH:17][C:16]=3[CH:18]=[CH:19][CH:20]=2)[CH:23]=1. The catalyst class is: 13. (5) Reactant: [F:1][C:2]([F:21])([F:20])[C:3]1[CH:4]=[C:5]([C:13]2[CH:18]=[CH:17][CH:16]=[C:15](Br)[N:14]=2)[CH:6]=[C:7]([C:9]([F:12])([F:11])[F:10])[CH:8]=1.C(OC([N:29]1[CH2:34][CH:33]=[C:32](B2OC(C)(C)C(C)(C)O2)[CH2:31][CH2:30]1)=O)(C)(C)C.C([O-])([O-])=O.[K+].[K+]. Product: [F:1][C:2]([F:21])([F:20])[C:3]1[CH:4]=[C:5]([C:13]2[CH:18]=[CH:17][CH:16]=[C:15]([CH:32]3[CH2:33][CH2:34][NH:29][CH2:30][CH2:31]3)[N:14]=2)[CH:6]=[C:7]([C:9]([F:12])([F:11])[F:10])[CH:8]=1. The catalyst class is: 151. (6) Reactant: [C:1]1([Mg]Br)[CH:6]=[CH:5][CH:4]=[CH:3][CH:2]=1.[Br:9][CH2:10][CH2:11][CH2:12][CH2:13][C:14](Cl)=[O:15].[Cl-].[NH4+]. Product: [Br:9][CH2:10][CH2:11][CH2:12][CH2:13][C:14]([C:1]1[CH:6]=[CH:5][CH:4]=[CH:3][CH:2]=1)([C:1]1[CH:6]=[CH:5][CH:4]=[CH:3][CH:2]=1)[OH:15]. The catalyst class is: 27. (7) Reactant: [C:1]([NH:4][C:5]1[S:6][C:7]([C:11]2[N:12]=[C:13]([C:16](Cl)=[O:17])[S:14][CH:15]=2)=[C:8]([CH3:10])[N:9]=1)(=[O:3])[CH3:2].CC1(C)[O:24][CH:23]([CH2:25][NH2:26])[CH2:22][O:21]1.C(N(CC)CC)C. Product: [C:1]([NH:4][C:5]1[S:6][C:7]([C:11]2[N:12]=[C:13]([C:16]([NH:26][CH2:25][CH:23]([OH:24])[CH2:22][OH:21])=[O:17])[S:14][CH:15]=2)=[C:8]([CH3:10])[N:9]=1)(=[O:3])[CH3:2]. The catalyst class is: 76. (8) Reactant: [F:1][C:2]1[CH:7]=[C:6]([CH2:8][CH2:9][O:10][C:11]2[CH:16]=[CH:15][C:14]([C:17]([F:20])([F:19])[F:18])=[CH:13][CH:12]=2)[CH:5]=[CH:4][C:3]=1[CH:21]1OCCO1.Cl.[N:27]1([C:33]([O:35][C:36]([CH3:39])([CH3:38])[CH3:37])=[O:34])[CH2:32][CH2:31][NH:30][CH2:29][CH2:28]1.C([O-])(O)=O.[Na+]. The catalyst class is: 168. Product: [F:1][C:2]1[CH:7]=[C:6]([CH2:8][CH2:9][O:10][C:11]2[CH:16]=[CH:15][C:14]([C:17]([F:18])([F:19])[F:20])=[CH:13][CH:12]=2)[CH:5]=[CH:4][C:3]=1[CH2:21][N:30]1[CH2:31][CH2:32][N:27]([C:33]([O:35][C:36]([CH3:39])([CH3:38])[CH3:37])=[O:34])[CH2:28][CH2:29]1.